From a dataset of Catalyst prediction with 721,799 reactions and 888 catalyst types from USPTO. Predict which catalyst facilitates the given reaction. (1) Reactant: Cl[C:2]([O:4][C:5]1[CH:10]=[CH:9][CH:8]=[CH:7][CH:6]=1)=[O:3].[NH2:11][C:12]1([C:38]2[C:39]([O:44][CH2:45][CH3:46])=[N:40][CH:41]=[CH:42][CH:43]=2)[C:20]2[C:15](=[CH:16][C:17]([F:23])=[C:18]([C:21]#[N:22])[CH:19]=2)[N:14]([S:24]([C:27]2[CH:32]=[CH:31][C:30]([O:33][CH3:34])=[CH:29][C:28]=2[O:35][CH3:36])(=[O:26])=[O:25])[C:13]1=[O:37]. Product: [C:21]([C:18]1[CH:19]=[C:20]2[C:15](=[CH:16][C:17]=1[F:23])[N:14]([S:24]([C:27]1[CH:32]=[CH:31][C:30]([O:33][CH3:34])=[CH:29][C:28]=1[O:35][CH3:36])(=[O:25])=[O:26])[C:13](=[O:37])[C:12]2([NH:11][C:2](=[O:3])[O:4][C:5]1[CH:10]=[CH:9][CH:8]=[CH:7][CH:6]=1)[C:38]1[C:39]([O:44][CH2:45][CH3:46])=[N:40][CH:41]=[CH:42][CH:43]=1)#[N:22]. The catalyst class is: 17. (2) Product: [O:1]1[CH:5]=[CH:4][CH:3]=[C:2]1[C:6]1[N:11]=[C:10]2[NH:12][C:20]([CH3:21])=[N:13][C:9]2=[CH:8][C:7]=1[C:14]1[CH:19]=[CH:18][N:17]=[CH:16][N:15]=1. Reactant: [O:1]1[CH:5]=[CH:4][CH:3]=[C:2]1[C:6]1[N:11]=[C:10]([NH2:12])[C:9]([NH2:13])=[CH:8][C:7]=1[C:14]1[CH:19]=[CH:18][N:17]=[CH:16][N:15]=1.[CH2:20](C(CC)(CC)C([O-])([O-])[O-])[CH3:21].O.C(=O)([O-])O.[Na+]. The catalyst class is: 15. (3) Reactant: Cl.CN(C)CCCN=C=NCC.OC1C=CC=C[N+]=1[O-].[F:21][C:22]1[CH:23]=[C:24]2[C:29](=[CH:30][CH:31]=1)[N:28]=[CH:27][CH:26]=[C:25]2[O:32][C:33]1[CH:34]=[C:35]([O:43][CH3:44])[C:36]([CH2:39][C:40](O)=[O:41])=[N:37][CH:38]=1.[NH2:45][C:46]1[CH:50]=[C:49]([CH:51]([CH3:53])[CH3:52])[NH:48][N:47]=1.C(N(C(C)C)CC)(C)C. Product: [CH:51]([C:49]1[NH:48][N:47]=[C:46]([NH:45][C:40](=[O:41])[CH2:39][C:36]2[C:35]([O:43][CH3:44])=[CH:34][C:33]([O:32][C:25]3[C:24]4[C:29](=[CH:30][CH:31]=[C:22]([F:21])[CH:23]=4)[N:28]=[CH:27][CH:26]=3)=[CH:38][N:37]=2)[CH:50]=1)([CH3:53])[CH3:52]. The catalyst class is: 37. (4) Reactant: [F:1][C:2]1[CH:22]=[CH:21][C:5]([CH2:6][NH:7][C:8]([C:10]2[S:14][C:13]([C:15]3[NH:16][N:17]=[CH:18][CH:19]=3)=[N:12][C:11]=2[CH3:20])=[O:9])=[CH:4][CH:3]=1.Br[CH2:24][CH2:25][O:26][C:27]1[CH:32]=[CH:31][CH:30]=[CH:29][CH:28]=1.C(=O)([O-])[O-].[K+].[K+]. Product: [F:1][C:2]1[CH:22]=[CH:21][C:5]([CH2:6][NH:7][C:8]([C:10]2[S:14][C:13]([C:15]3[CH:19]=[CH:18][N:17]([CH2:24][CH2:25][O:26][C:27]4[CH:32]=[CH:31][CH:30]=[CH:29][CH:28]=4)[N:16]=3)=[N:12][C:11]=2[CH3:20])=[O:9])=[CH:4][CH:3]=1. The catalyst class is: 148. (5) Reactant: C([Li])CCC.[CH2:6]([N:8]1[C:12]([CH3:13])=[N:11][N:10]=[N:9]1)[CH3:7].Cl[CH2:15][C:16]([CH3:18])=[CH2:17].O. Product: [CH2:6]([N:8]1[C:12]([CH2:13][CH2:17][C:16]([CH3:18])=[CH2:15])=[N:11][N:10]=[N:9]1)[CH3:7]. The catalyst class is: 1. (6) Reactant: Cl[C:2]1[C:7]([C:8]#[C:9][C:10]2[CH:15]=[CH:14][C:13]([C:16]([F:19])([F:18])[F:17])=[CH:12][CH:11]=2)=[C:6]([CH3:20])[N:5]=[C:4]([CH3:21])[N:3]=1.[NH3:22]. Product: [NH2:22][C:2]1[C:7]([C:8]#[C:9][C:10]2[CH:15]=[CH:14][C:13]([C:16]([F:19])([F:18])[F:17])=[CH:12][CH:11]=2)=[C:6]([CH3:20])[N:5]=[C:4]([CH3:21])[N:3]=1. The catalyst class is: 8. (7) Reactant: C(OC[N:10]1[C:15]2[CH:16]=[C:17]([N:20]3[C:24](=[O:25])[CH2:23][C@@H:22]([NH:26][C:27](=[O:33])[O:28][C:29]([CH3:32])([CH3:31])[CH3:30])[CH2:21]3)[CH:18]=[CH:19][C:14]=2[O:13][CH2:12][C:11]1=[O:34])C1C=CC=CC=1.C([O-])=O.[NH4+].CO. Product: [O:25]=[C:24]1[N:20]([C:17]2[CH:18]=[CH:19][C:14]3[O:13][CH2:12][C:11](=[O:34])[NH:10][C:15]=3[CH:16]=2)[CH2:21][C@H:22]([NH:26][C:27](=[O:33])[O:28][C:29]([CH3:31])([CH3:30])[CH3:32])[CH2:23]1. The catalyst class is: 304.